Dataset: Forward reaction prediction with 1.9M reactions from USPTO patents (1976-2016). Task: Predict the product of the given reaction. (1) The product is: [NH2:7][CH2:8][C:9]1[CH:10]=[C:11]([CH2:15][C@@H:16]([NH:18][C:19]2[N:28]=[CH:27][C:26]3[C:21](=[CH:22][CH:23]=[C:24]([C:29]4[CH:34]=[CH:33][CH:32]=[CH:31][C:30]=4[CH3:35])[CH:25]=3)[N:20]=2)[CH3:17])[CH:12]=[CH:13][CH:14]=1. Given the reactants C(OC(=O)[NH:7][CH2:8][C:9]1[CH:14]=[CH:13][CH:12]=[C:11]([CH2:15][C@@H:16]([NH:18][C:19]2[N:28]=[CH:27][C:26]3[C:21](=[CH:22][CH:23]=[C:24]([C:29]4[CH:34]=[CH:33][CH:32]=[CH:31][C:30]=4[CH3:35])[CH:25]=3)[N:20]=2)[CH3:17])[CH:10]=1)(C)(C)C.Cl, predict the reaction product. (2) Given the reactants O[CH2:2][CH2:3]C1C=CC=C2[C:7]([NH:9][C:10](=O)[C:5]=12)=[O:8].[NH:15]1[CH:19]=[N:18][N:17]=[N:16]1.[C:20]1(P(C2C=CC=CC=2)C2C=CC=CC=2)C=CC=CC=1.[CH3:51][CH:50]([O:49][C:47](/[N:46]=[N:46]/[C:47]([O:49][CH:50]([CH3:52])[CH3:51])=[O:48])=[O:48])[CH3:52].[C:53]([O-])(O)=O.[Na+], predict the reaction product. The product is: [N:15]1[N:16]([CH2:5][CH2:10][NH:9][C:7](=[O:8])[O:49][C:50]([CH3:52])([CH3:20])[CH3:51])[N:17]=[N:18][CH:19]=1.[N:15]1([CH2:2][CH2:3][NH:46][C:47](=[O:48])[O:49][C:50]([CH3:51])([CH3:52])[CH3:53])[CH:19]=[N:18][N:17]=[N:16]1. (3) The product is: [NH2:1][C:2]1[CH:6]=[C:5]([C:7]2[CH:8]=[C:9]([F:15])[C:10]([F:14])=[C:11]([F:13])[CH:12]=2)[S:4][C:3]=1[C:16]([OH:18])=[O:17]. Given the reactants [NH2:1][C:2]1[CH:6]=[C:5]([C:7]2[CH:12]=[C:11]([F:13])[C:10]([F:14])=[C:9]([F:15])[CH:8]=2)[S:4][C:3]=1[C:16]([O:18]C)=[O:17].[OH-].[Li+].Cl, predict the reaction product. (4) Given the reactants [CH3:1][C:2]1[C:6]([CH2:7][O:8][C:9]2[CH:14]=[CH:13][C:12]([S:15](Cl)(=[O:17])=[O:16])=[CH:11][CH:10]=2)=[C:5]([CH3:19])[O:4][N:3]=1.C(N(CC)CC)C.[CH3:27][C:28]1[CH:33]=[C:32]([CH3:34])[N:31]=[CH:30][C:29]=1[NH2:35].O, predict the reaction product. The product is: [CH3:1][C:2]1[C:6]([CH2:7][O:8][C:9]2[CH:14]=[CH:13][C:12]([S:15]([NH:35][C:29]3[CH:30]=[N:31][C:32]([CH3:34])=[CH:33][C:28]=3[CH3:27])(=[O:17])=[O:16])=[CH:11][CH:10]=2)=[C:5]([CH3:19])[O:4][N:3]=1. (5) Given the reactants N[C@H]([C@@H](O)CSC)CO.[CH2:10]([O:17][CH2:18][N:19]1[C:27]2[C:26]([Cl:28])=[N:25][CH:24]=[N:23][C:22]=2[C:21]([CH2:29][NH:30][C@@H:31]([C@H:34]([OH:38])[CH2:35][S:36][CH3:37])[CH2:32][OH:33])=[CH:20]1)[C:11]1[CH:16]=[CH:15][CH:14]=[CH:13][CH:12]=1, predict the reaction product. The product is: [CH2:10]([O:17][CH2:18][N:19]1[C:27]2[C:26]([Cl:28])=[N:25][CH:24]=[N:23][C:22]=2[C:21]([CH2:29][NH:30][C@H:31]([C@@H:34]([OH:38])[CH2:35][S:36][CH3:37])[CH2:32][OH:33])=[CH:20]1)[C:11]1[CH:12]=[CH:13][CH:14]=[CH:15][CH:16]=1.